Dataset: Catalyst prediction with 721,799 reactions and 888 catalyst types from USPTO. Task: Predict which catalyst facilitates the given reaction. (1) Reactant: C[O:2][C:3]([C:5]1[N:6]([CH2:18][C:19]2[CH:24]=[CH:23][C:22]([F:25])=[CH:21][CH:20]=2)[C:7]2[C:12]([CH:13]=1)=[CH:11][C:10]([S:14]([CH3:17])(=[O:16])=[O:15])=[CH:9][CH:8]=2)=[O:4].O1CCCC1.[OH-].[Na+].Cl. Product: [F:25][C:22]1[CH:21]=[CH:20][C:19]([CH2:18][N:6]2[C:7]3[C:12](=[CH:11][C:10]([S:14]([CH3:17])(=[O:15])=[O:16])=[CH:9][CH:8]=3)[CH:13]=[C:5]2[C:3]([OH:4])=[O:2])=[CH:24][CH:23]=1. The catalyst class is: 5. (2) Reactant: Cl.Cl.[NH:3]1[CH2:8][CH2:7][CH:6]([O:9][C:10]2[CH:25]=[CH:24][C:13]([O:14][CH2:15][CH2:16][CH2:17][N:18]3[CH2:23][CH2:22][CH2:21][CH2:20][CH2:19]3)=[CH:12][CH:11]=2)[CH2:5][CH2:4]1.[Cl:26][CH2:27]Cl.C[CH:30]([N:32]=[C:33]=[O:34])[CH3:31]. Product: [ClH:26].[CH2:30]([N:32]([CH3:27])[C:33]([N:3]1[CH2:4][CH2:5][CH:6]([O:9][C:10]2[CH:11]=[CH:12][C:13]([O:14][CH2:15][CH2:16][CH2:17][N:18]3[CH2:23][CH2:22][CH2:21][CH2:20][CH2:19]3)=[CH:24][CH:25]=2)[CH2:7][CH2:8]1)=[O:34])[CH3:31]. The catalyst class is: 66. (3) Reactant: [OH:1][C:2]1[C:27]([O:28][CH3:29])=[CH:26][C:5]2[C:6]3[N:11]([CH:12]([C:14]([CH3:19])([CH3:18])[CH2:15][O:16][CH3:17])[CH2:13][C:4]=2[CH:3]=1)[CH:10]=[C:9]([C:20]([O:22][CH2:23][CH3:24])=[O:21])[C:8](=[O:25])[CH:7]=3.C(=O)([O-])[O-].[K+].[K+].CC1C=CC(S(O[CH2:47][CH2:48][CH2:49][N:50]2[CH2:54][CH2:53][CH2:52][C:51]2=[O:55])(=O)=O)=CC=1.O. Product: [CH3:29][O:28][C:27]1[C:2]([O:1][CH2:47][CH2:48][CH2:49][N:50]2[CH2:54][CH2:53][CH2:52][C:51]2=[O:55])=[CH:3][C:4]2[CH2:13][CH:12]([C:14]([CH3:18])([CH3:19])[CH2:15][O:16][CH3:17])[N:11]3[C:6](=[CH:7][C:8](=[O:25])[C:9]([C:20]([O:22][CH2:23][CH3:24])=[O:21])=[CH:10]3)[C:5]=2[CH:26]=1. The catalyst class is: 3. (4) Reactant: Br[C:2]1[CH:10]=[C:9]2[C:5]([CH2:6][NH:7][C:8]2=[O:11])=[CH:4][CH:3]=1.[CH3:12][C:13]1([CH3:29])[C:17]([CH3:19])([CH3:18])[O:16][B:15]([B:15]2[O:16][C:17]([CH3:19])([CH3:18])[C:13]([CH3:29])([CH3:12])[O:14]2)[O:14]1.C([O-])(=O)C.[K+]. Product: [CH3:12][C:13]1([CH3:29])[C:17]([CH3:19])([CH3:18])[O:16][B:15]([C:2]2[CH:10]=[C:9]3[C:5]([CH2:6][NH:7][C:8]3=[O:11])=[CH:4][CH:3]=2)[O:14]1. The catalyst class is: 140. (5) Reactant: Br[C:2]1[CH:8]=[CH:7][C:5]([NH2:6])=[C:4]([N+:9]([O-:11])=[O:10])[CH:3]=1.[CH2:12]([C:16]1[CH:21]=[CH:20][C:19](B(O)O)=[CH:18][CH:17]=1)[CH2:13][CH2:14][CH3:15].[F-].[Cs+]. Product: [CH2:12]([C:16]1[CH:21]=[CH:20][C:19]([C:2]2[CH:8]=[CH:7][C:5]([NH2:6])=[C:4]([N+:9]([O-:11])=[O:10])[CH:3]=2)=[CH:18][CH:17]=1)[CH2:13][CH2:14][CH3:15]. The catalyst class is: 12. (6) Product: [C:6](=[O:7])([OH:24])[O:5][C:1]([CH3:4])([CH3:3])[CH3:2].[Br:15][C:16]1[CH:17]=[N:18][C:19]([NH:14][CH2:13][C@@H:9]2[CH2:10][CH2:11][CH2:12][N:8]2[C:6]([OH:5])=[O:7])=[N:20][CH:21]=1. Reactant: [C:1]([O:5][C:6]([N:8]1[CH2:12][CH2:11][CH2:10][C@H:9]1[CH2:13][NH2:14])=[O:7])([CH3:4])([CH3:3])[CH3:2].[Br:15][C:16]1[CH:17]=[N:18][C:19](Cl)=[N:20][CH:21]=1.C(=O)([O-])[O-:24].[K+].[K+].C(N(C(C)C)CC)(C)C. The catalyst class is: 113.